Predict the reactants needed to synthesize the given product. From a dataset of Full USPTO retrosynthesis dataset with 1.9M reactions from patents (1976-2016). (1) Given the product [CH3:33][O:32][C:28]1[N:27]=[C:15]([C:13]2[O:12][C:11]([CH3:24])=[C:10]([CH2:9][OH:8])[CH:14]=2)[CH:31]=[CH:30][CH:29]=1, predict the reactants needed to synthesize it. The reactants are: C([Si]([O:8][CH2:9][C:10]1[CH:14]=[C:13]([CH2:15]B2OCC(C)(C)CO2)[O:12][C:11]=1[CH3:24])(C)C)(C)(C)C.BrC1[CH:31]=[CH:30][CH:29]=[C:28]([O:32][CH3:33])[N:27]=1.C(=O)([O-])[O-].[Na+].[Na+].COCCOC. (2) Given the product [CH3:1][O:2][C:3]([NH:5][C@@H:6]([CH:53]([CH3:55])[CH3:54])[C:7]([N:9]1[CH2:13][CH2:12][CH2:11][C@H:10]1[C:14]1[NH:18][C:17]2[C:19]3[C:24]([CH:25]=[CH:26][C:16]=2[N:15]=1)=[CH:23][C:22]([C:27]1[S:31][C:30]2[CH:32]=[C:33]([C:36]4[NH:40][C:39]([C@@H:41]5[CH2:45][CH2:44][CH2:43][N:42]5[C:63](=[O:65])[C@H:62]([NH:61][C:59](=[O:60])[O:58][CH3:57])[C:66]5[CH:71]=[CH:70][CH:69]=[CH:68][CH:67]=5)=[N:38][CH:37]=4)[CH:34]=[CH:35][C:29]=2[CH:28]=1)=[CH:21][CH:20]=3)=[O:8])=[O:4], predict the reactants needed to synthesize it. The reactants are: [CH3:1][O:2][C:3]([NH:5][C@@H:6]([CH:53]([CH3:55])[CH3:54])[C:7]([N:9]1[CH2:13][CH2:12][CH2:11][C@H:10]1[C:14]1[NH:18][C:17]2[C:19]3[C:24]([CH:25]=[CH:26][C:16]=2[N:15]=1)=[CH:23][C:22]([C:27]1[S:31][C:30]2[CH:32]=[C:33]([C:36]4[NH:40][C:39]([C@@H:41]5[CH2:45][CH2:44][CH2:43][N:42]5C(OC(C)(C)C)=O)=[N:38][CH:37]=4)[CH:34]=[CH:35][C:29]=2[CH:28]=1)=[CH:21][CH:20]=3)=[O:8])=[O:4].Cl.[CH3:57][O:58][C:59]([NH:61][C@H:62]([C:66]1[CH:71]=[CH:70][CH:69]=[CH:68][CH:67]=1)[C:63]([OH:65])=O)=[O:60].CCOC(C(C#N)=NOC(N1CCOCC1)=[N+](C)C)=O.F[P-](F)(F)(F)(F)F.CCN(C(C)C)C(C)C.